From a dataset of Peptide-MHC class I binding affinity with 185,985 pairs from IEDB/IMGT. Regression. Given a peptide amino acid sequence and an MHC pseudo amino acid sequence, predict their binding affinity value. This is MHC class I binding data. (1) The peptide sequence is VPPTNSINK. The MHC is HLA-B08:01 with pseudo-sequence HLA-B08:01. The binding affinity (normalized) is 0.0847. (2) The peptide sequence is SLPPNFWSSL. The MHC is HLA-B07:02 with pseudo-sequence HLA-B07:02. The binding affinity (normalized) is 0.315. (3) The binding affinity (normalized) is 0.0847. The peptide sequence is KQIGGTLFE. The MHC is HLA-B46:01 with pseudo-sequence HLA-B46:01. (4) The peptide sequence is RNIVNRLLGD. The MHC is H-2-Kd with pseudo-sequence H-2-Kd. The binding affinity (normalized) is 0.